From a dataset of Forward reaction prediction with 1.9M reactions from USPTO patents (1976-2016). Predict the product of the given reaction. (1) The product is: [CH2:1]([O:8][C:9]1[CH:10]=[CH:11][C:12]2[CH:18]([CH2:19][C:20]([OH:22])=[O:21])[C:17](=[CH2:25])[CH2:16][CH2:15][O:14][C:13]=2[CH:26]=1)[C:2]1[CH:3]=[CH:4][CH:5]=[CH:6][CH:7]=1. Given the reactants [CH2:1]([O:8][C:9]1[CH:10]=[CH:11][C:12]2[CH:18]([CH2:19][C:20]([O:22]CC)=[O:21])[C:17](=[CH2:25])[CH2:16][CH2:15][O:14][C:13]=2[CH:26]=1)[C:2]1[CH:7]=[CH:6][CH:5]=[CH:4][CH:3]=1.[Li+].[OH-].CO, predict the reaction product. (2) Given the reactants [Br-].[F:2][C:3]1[CH:8]=[CH:7][C:6]([C:9]2[C:13]([C:14]3[CH:19]=[CH:18][CH:17]=[CH:16][CH:15]=3)=[C:12]([C:20](=[O:31])[NH:21][CH2:22][C:23]3[CH:28]=[CH:27][C:26]([O:29][CH3:30])=[CH:25][CH:24]=3)[N:11]([CH:32]([CH3:34])[CH3:33])[C:10]=2[CH2:35][P+](C2C=CC=CC=2)(C2C=CC=CC=2)C2C=CC=CC=2)=[CH:5][CH:4]=1.C[Si]([N-][Si](C)(C)C)(C)C.[Na+].[C:65]([O:69][C:70](=[O:82])[CH2:71][CH:72]1[CH2:77][CH:76]([CH:78]=O)[O:75][C:74]([CH3:81])([CH3:80])[O:73]1)([CH3:68])([CH3:67])[CH3:66], predict the reaction product. The product is: [C:65]([O:69][C:70](=[O:82])[CH2:71][CH:72]1[CH2:77][CH:76]([CH:78]=[CH:35][C:10]2[N:11]([CH:32]([CH3:34])[CH3:33])[C:12]([C:20](=[O:31])[NH:21][CH2:22][C:23]3[CH:24]=[CH:25][C:26]([O:29][CH3:30])=[CH:27][CH:28]=3)=[C:13]([C:14]3[CH:19]=[CH:18][CH:17]=[CH:16][CH:15]=3)[C:9]=2[C:6]2[CH:7]=[CH:8][C:3]([F:2])=[CH:4][CH:5]=2)[O:75][C:74]([CH3:80])([CH3:81])[O:73]1)([CH3:66])([CH3:67])[CH3:68]. (3) Given the reactants [C:1]([C:3]1[O:7][C:6]([C:8]([OH:10])=O)=[CH:5][CH:4]=1)#[N:2].[CH3:11][CH:12]1[CH2:17][CH2:16][N:15]([C:18]2[C:23]([NH2:24])=[CH:22][CH:21]=[C:20]([N:25]3[CH2:30][CH2:29][N:28]([CH3:31])[CH2:27][CH2:26]3)[N:19]=2)[CH2:14][CH2:13]1, predict the reaction product. The product is: [CH3:11][CH:12]1[CH2:13][CH2:14][N:15]([C:18]2[C:23]([NH:24][C:8]([C:6]3[O:7][C:3]([C:1]#[N:2])=[CH:4][CH:5]=3)=[O:10])=[CH:22][CH:21]=[C:20]([N:25]3[CH2:30][CH2:29][N:28]([CH3:31])[CH2:27][CH2:26]3)[N:19]=2)[CH2:16][CH2:17]1. (4) Given the reactants [NH2:1][CH2:2][C@@H:3]1[C@H:8]([CH3:9])[CH2:7][CH2:6][CH2:5][N:4]1[C:10]([O:12][CH2:13][CH:14]=[CH2:15])=[O:11].Cl[C:17]1[CH:22]=[CH:21][C:20]([C:23]([F:26])([F:25])[F:24])=[CH:19][N:18]=1.C([O-])([O-])=O.[Cs+].[Cs+], predict the reaction product. The product is: [CH3:9][C@@H:8]1[CH2:7][CH2:6][CH2:5][N:4]([C:10]([O:12][CH2:13][CH:14]=[CH2:15])=[O:11])[C@@H:3]1[CH2:2][NH:1][C:17]1[CH:22]=[CH:21][C:20]([C:23]([F:26])([F:25])[F:24])=[CH:19][N:18]=1. (5) Given the reactants O[CH2:2][CH2:3][O:4][CH2:5][CH2:6][O:7][C:8]1[CH:13]=[CH:12][C:11]([C:14](=[O:26])/[CH:15]=[CH:16]/[C:17]2[CH:22]=[CH:21][C:20]([N:23]([CH3:25])[CH3:24])=[CH:19][CH:18]=2)=[CH:10][CH:9]=1.CCN(S(F)(F)[F:33])CC.C(=O)([O-])[O-].[K+].[K+], predict the reaction product. The product is: [F:33][CH2:2][CH2:3][O:4][CH2:5][CH2:6][O:7][C:8]1[CH:13]=[CH:12][C:11]([C:14](=[O:26])/[CH:15]=[CH:16]/[C:17]2[CH:22]=[CH:21][C:20]([N:23]([CH3:25])[CH3:24])=[CH:19][CH:18]=2)=[CH:10][CH:9]=1. (6) Given the reactants [Cl:1][C:2]1[N:7]=[C:6](Cl)[C:5]([CH:9]=O)=[C:4](Cl)[N:3]=1.C(O)(=O)C(O)=O.[CH2:18]([NH:20][NH2:21])[CH3:19].C(N(CC)CC)C.Cl.[CH:30]12[O:37][CH:34]([CH2:35][CH2:36]1)[CH2:33][NH:32][CH2:31]2, predict the reaction product. The product is: [Cl:1][C:2]1[N:3]=[C:4]2[N:20]([CH2:18][CH3:19])[N:21]=[CH:9][C:5]2=[C:6]([N:32]2[CH2:31][CH:30]3[O:37][CH:34]([CH2:35][CH2:36]3)[CH2:33]2)[N:7]=1. (7) Given the reactants [Cl:1][C:2]1[S:6][C:5]([C:7]([C:10]2[N:11]([CH:19]3[CH2:21][CH2:20]3)[C:12]([C:15]3(O)[CH2:17][CH2:16]3)=[N:13][N:14]=2)([CH3:9])[CH3:8])=[CH:4][CH:3]=1.COCCN(CCOC)S(F)(F)[F:28].[OH-].[Na+], predict the reaction product. The product is: [Cl:1][C:2]1[S:6][C:5]([C:7]([C:10]2[N:11]([CH:19]3[CH2:21][CH2:20]3)[C:12]([C:15]3([F:28])[CH2:17][CH2:16]3)=[N:13][N:14]=2)([CH3:9])[CH3:8])=[CH:4][CH:3]=1.